Dataset: Full USPTO retrosynthesis dataset with 1.9M reactions from patents (1976-2016). Task: Predict the reactants needed to synthesize the given product. Given the product [I:26][C:3]1[C:4]2[N:8]=[C:7]([C:9]3[CH:14]=[CH:13][C:12]([CH:15]([CH3:17])[CH3:16])=[CH:11][CH:10]=3)[N:6]([CH2:18][CH2:19][O:20][CH3:21])[C:5]=2[C:22]([O:24][CH3:25])=[CH:23][C:2]=1[Br:1], predict the reactants needed to synthesize it. The reactants are: [Br:1][C:2]1[CH:23]=[C:22]([O:24][CH3:25])[C:5]2[N:6]([CH2:18][CH2:19][O:20][CH3:21])[C:7]([C:9]3[CH:14]=[CH:13][C:12]([CH:15]([CH3:17])[CH3:16])=[CH:11][CH:10]=3)=[N:8][C:4]=2[CH:3]=1.[I:26]N1C(=O)CCC1=O.